This data is from Catalyst prediction with 721,799 reactions and 888 catalyst types from USPTO. The task is: Predict which catalyst facilitates the given reaction. (1) The catalyst class is: 147. Reactant: [F:1][C:2]1[CH:3]=[C:4]([CH2:9][C:10]([NH:12][C@H:13]([C:15]([OH:17])=O)[CH3:14])=[O:11])[CH:5]=[C:6]([F:8])[CH:7]=1.Cl.[NH2:19][C:20]1([C:23]([O:25][CH3:26])=[O:24])[CH2:22][CH2:21]1. Product: [F:8][C:6]1[CH:5]=[C:4]([CH2:9][C:10]([NH:12][C@H:13]([C:15]([NH:19][C:20]2([C:23]([O:25][CH3:26])=[O:24])[CH2:22][CH2:21]2)=[O:17])[CH3:14])=[O:11])[CH:3]=[C:2]([F:1])[CH:7]=1. (2) Reactant: I[C:2]1[C:7]2[N:8]([CH3:15])[C:9]([O:11][CH:12]([CH3:14])[CH3:13])=[N:10][C:6]=2[CH:5]=[C:4]([C:16]2[C:17]([CH3:22])=[N:18][O:19][C:20]=2[CH3:21])[CH:3]=1.[CH3:23][C:24]1[C:25](B(O)O)=[C:26]2[C:31](=[CH:32][CH:33]=1)[N:30]=[CH:29][CH:28]=[CH:27]2.COCCOC.C([O-])([O-])=O.[Cs+].[Cs+]. Product: [CH:12]([O:11][C:9]1[N:8]([CH3:15])[C:7]2[C:2]([C:25]3[C:24]([CH3:23])=[CH:33][CH:32]=[C:31]4[C:26]=3[CH:27]=[CH:28][CH:29]=[N:30]4)=[CH:3][C:4]([C:16]3[C:17]([CH3:22])=[N:18][O:19][C:20]=3[CH3:21])=[CH:5][C:6]=2[N:10]=1)([CH3:14])[CH3:13]. The catalyst class is: 6. (3) Reactant: C(OC([N:8]1[CH2:13][CH2:12][N:11]([C:14](=[O:51])[C:15]2[CH:20]=[CH:19][C:18]([C:21]3[CH:22]=[CH:23][C:24]4[N:25]([C:27]([C:30]5[CH:35]=[CH:34][C:33]([C:36]#[N:37])=[CH:32][CH:31]=5)=[CH:28][N:29]=4)[CH:26]=3)=[CH:17][C:16]=2[N:38]2[CH2:43][CH2:42][N:41](C(OC(C)(C)C)=O)[CH2:40][CH2:39]2)[CH2:10][CH2:9]1)=O)(C)(C)C.Cl. Product: [N:38]1([C:16]2[CH:17]=[C:18]([C:21]3[CH:22]=[CH:23][C:24]4[N:25]([C:27]([C:30]5[CH:35]=[CH:34][C:33]([C:36]#[N:37])=[CH:32][CH:31]=5)=[CH:28][N:29]=4)[CH:26]=3)[CH:19]=[CH:20][C:15]=2[C:14]([N:11]2[CH2:10][CH2:9][NH:8][CH2:13][CH2:12]2)=[O:51])[CH2:39][CH2:40][NH:41][CH2:42][CH2:43]1. The catalyst class is: 158. (4) Product: [OH:4][CH2:5][CH2:6][C:7]1[S:8][C:9]([S:13]([NH:16][C:17](=[O:30])[NH:18][C:19]2[CH:24]=[C:23]([C:25]([F:27])([F:28])[F:26])[CH:22]=[C:21]([CH3:29])[N:20]=2)(=[O:15])=[O:14])=[CH:10][C:11]=1[CH3:12]. The catalyst class is: 5. Reactant: C([O:4][CH2:5][CH2:6][C:7]1[S:8][C:9]([S:13]([NH:16][C:17](=[O:30])[NH:18][C:19]2[CH:24]=[C:23]([C:25]([F:28])([F:27])[F:26])[CH:22]=[C:21]([CH3:29])[N:20]=2)(=[O:15])=[O:14])=[CH:10][C:11]=1[CH3:12])(=O)C.[OH-].[Na+]. (5) Reactant: [C:1]1(=O)[C:10]2[C:5](=[CH:6][CH:7]=[CH:8][CH:9]=2)[C:4](=[O:11])[CH:3]=[CH:2]1.[H-].[Na+].COS([O:20][CH3:21])(=O)=O.[CH2:22]1COCC1. Product: [CH3:22][O:11][C:4]1[C:5]2[C:10](=[CH:9][CH:8]=[CH:7][CH:6]=2)[C:1]([O:20][CH3:21])=[CH:2][CH:3]=1. The catalyst class is: 45. (6) Reactant: [Cl:1][C:2]1[CH:3]=[C:4]([CH:9](O)[CH:10]([F:12])[F:11])[CH:5]=[C:6]([Cl:8])[CH:7]=1.CCN(C(C)C)C(C)C.FC(F)(F)S(OS(C(F)(F)F)(=O)=O)(=O)=O.[CH:38]1([C:41]2[C:42]([O:52][CH2:53][CH:54]3[CH2:59][CH2:58][NH:57][CH2:56][CH2:55]3)=[CH:43][C:44]([F:51])=[C:45]([CH:50]=2)[C:46]([O:48][CH3:49])=[O:47])[CH2:40][CH2:39]1. Product: [CH:38]1([C:41]2[C:42]([O:52][CH2:53][CH:54]3[CH2:55][CH2:56][N:57]([CH:9]([C:4]4[CH:3]=[C:2]([Cl:1])[CH:7]=[C:6]([Cl:8])[CH:5]=4)[CH:10]([F:12])[F:11])[CH2:58][CH2:59]3)=[CH:43][C:44]([F:51])=[C:45]([CH:50]=2)[C:46]([O:48][CH3:49])=[O:47])[CH2:40][CH2:39]1. The catalyst class is: 2. (7) Reactant: CS(O[CH2:6][C@@H:7]([NH:23][C:24]([O:26][C:27]([CH3:30])([CH3:29])[CH3:28])=[O:25])[C@H:8]([O:15][Si:16]([C:19]([CH3:22])([CH3:21])[CH3:20])([CH3:18])[CH3:17])[C@@H:9]([CH3:14])[CH2:10][N:11]=[N+]=[N-])(=O)=O.N#N.CCN(C(C)C)C(C)C. Product: [Si:16]([O:15][C@@H:8]1[C@@H:9]([CH3:14])[CH2:10][NH:11][CH2:6][C@H:7]1[NH:23][C:24](=[O:25])[O:26][C:27]([CH3:30])([CH3:28])[CH3:29])([C:19]([CH3:21])([CH3:22])[CH3:20])([CH3:17])[CH3:18]. The catalyst class is: 19. (8) Reactant: [CH3:1]I.[H-].[Na+].[NH:5]1[C:13]2[C:8](=[CH:9][CH:10]=[CH:11][CH:12]=2)[CH:7]=[C:6]1[C:14]([N:16]1[CH2:21][CH2:20][C:19]2[N:22]=[C:23]([CH2:25][O:26][C:27]3[CH:32]=[CH:31][CH:30]=[CH:29][CH:28]=3)[O:24][C:18]=2[CH2:17]1)=[O:15]. Product: [CH3:1][N:5]1[C:13]2[C:8](=[CH:9][CH:10]=[CH:11][CH:12]=2)[CH:7]=[C:6]1[C:14]([N:16]1[CH2:21][CH2:20][C:19]2[N:22]=[C:23]([CH2:25][O:26][C:27]3[CH:32]=[CH:31][CH:30]=[CH:29][CH:28]=3)[O:24][C:18]=2[CH2:17]1)=[O:15]. The catalyst class is: 3. (9) Reactant: C[Si]([N-][Si](C)(C)C)(C)C.[Na+].[CH2:11]([C@@H:14](/[CH:30]=[CH:31]/[CH2:32][C:33]([N:35]1[C@@H:39]([CH2:40][C:41]2[CH:46]=[CH:45][CH:44]=[CH:43][CH:42]=2)[CH2:38][O:37][C:36]1=[O:47])=[O:34])[C:15]([N:17]1[C@@H:21]([CH2:22][C:23]2[CH:28]=[CH:27][CH:26]=[CH:25][CH:24]=2)[CH2:20][O:19][C:18]1=[O:29])=[O:16])[CH:12]=[CH2:13].[CH2:48]([O:55][C:56]1[CH:61]=[CH:60][C:59]([CH2:62]Br)=[CH:58][CH:57]=1)[C:49]1[CH:54]=[CH:53][CH:52]=[CH:51][CH:50]=1. Product: [CH2:11]([C@@H:14](/[CH:30]=[CH:31]/[C@H:32]([CH2:62][C:59]1[CH:60]=[CH:61][C:56]([O:55][CH2:48][C:49]2[CH:54]=[CH:53][CH:52]=[CH:51][CH:50]=2)=[CH:57][CH:58]=1)[C:33]([N:35]1[C@@H:39]([CH2:40][C:41]2[CH:46]=[CH:45][CH:44]=[CH:43][CH:42]=2)[CH2:38][O:37][C:36]1=[O:47])=[O:34])[C:15]([N:17]1[C@@H:21]([CH2:22][C:23]2[CH:24]=[CH:25][CH:26]=[CH:27][CH:28]=2)[CH2:20][O:19][C:18]1=[O:29])=[O:16])[CH:12]=[CH2:13]. The catalyst class is: 1. (10) Reactant: [CH3:1][O:2][C:3]1[CH:4]=[C:5]([CH:14]=[CH:15][C:16]=1[O:17][CH3:18])[CH2:6][NH:7][CH2:8][CH:9](OC)OC.CO/N=[CH:22]/[C:23]1[CH:31]=[CH:30][C:26]2[O:27][CH2:28][O:29][C:25]=2[C:24]=1[CH2:32][N:33]1[CH:37]=[CH:36][N:35]=[CH:34]1.Cl.[NH4+].[OH-]. Product: [CH3:18][O:17][C:16]1[CH:15]=[C:14]2[C:5](=[CH:4][C:3]=1[O:2][CH3:1])[CH:6]=[N:7][C:8]1[C:31]3[CH:30]=[C:26]4[O:27][CH2:28][O:29][C:25]4=[C:24]([CH2:32][N:33]4[CH:37]=[CH:36][N:35]=[CH:34]4)[C:23]=3[CH2:22][C:9]2=1. The catalyst class is: 6.